This data is from Forward reaction prediction with 1.9M reactions from USPTO patents (1976-2016). The task is: Predict the product of the given reaction. (1) Given the reactants [Cl:1][C:2]1[CH:7]=[CH:6][C:5]([C:8]2[CH2:13][O:12][C:11](=[O:14])[N:10]([CH2:15][C:16]3[CH:21]=[CH:20][C:19]([N+:22]([O-])=O)=[CH:18][CH:17]=3)[N:9]=2)=[CH:4][CH:3]=1, predict the reaction product. The product is: [NH2:22][C:19]1[CH:20]=[CH:21][C:16]([CH2:15][N:10]2[N:9]=[C:8]([C:5]3[CH:6]=[CH:7][C:2]([Cl:1])=[CH:3][CH:4]=3)[CH2:13][O:12][C:11]2=[O:14])=[CH:17][CH:18]=1. (2) The product is: [CH3:23][O:24][C:25]([CH:21]1[CH2:22][C:14]([C:15]#[N:16])([C:11]2[CH:12]=[CH:13][C:8]([F:7])=[CH:9][CH:10]=2)[CH2:3][CH2:2][C:1]1=[O:4])=[O:18]. Given the reactants [C:1](OC)(=[O:4])[CH:2]=[CH2:3].[F:7][C:8]1[CH:13]=[CH:12][C:11]([CH2:14][C:15]#[N:16])=[CH:10][CH:9]=1.C[O-:18].[Na+].Cl.[CH2:21]1[CH2:25][O:24][CH2:23][CH2:22]1, predict the reaction product. (3) Given the reactants [CH3:1][O:2][C:3](=[O:115])[C@@H:4]([NH:62][C:63](=[O:114])[CH2:64][O:65][CH2:66][CH2:67][O:68][CH2:69][CH2:70][O:71][CH2:72][CH2:73][NH:74][C:75](=[O:113])[C@@H:76]([NH:97][C:98](=[O:112])[CH2:99][O:100][CH2:101][CH2:102][O:103][CH2:104][CH2:105][O:106][CH2:107][CH2:108][N:109]=[N+]=[N-])[CH2:77][CH2:78][CH2:79][CH2:80][NH:81][C:82](=[O:96])[CH2:83][O:84][CH2:85][CH2:86][O:87][CH2:88][CH2:89][O:90][CH2:91][CH2:92][N:93]=[N+]=[N-])[CH2:5][CH2:6][CH2:7][CH2:8][NH:9][C:10](=[O:61])[CH2:11][O:12][CH2:13][CH2:14][O:15][CH2:16][CH2:17][O:18][CH2:19][CH2:20][NH:21][C:22](=[O:60])[C@@H:23]([NH:44][C:45](=[O:59])[CH2:46][O:47][CH2:48][CH2:49][O:50][CH2:51][CH2:52][O:53][CH2:54][CH2:55][N:56]=[N+]=[N-])[CH2:24][CH2:25][CH2:26][CH2:27][NH:28][C:29](=[O:43])[CH2:30][O:31][CH2:32][CH2:33][O:34][CH2:35][CH2:36][O:37][CH2:38][CH2:39][N:40]=[N+]=[N-].[C:124](O[C:124]([O:126][C:127]([CH3:130])([CH3:129])[CH3:128])=[O:125])([O:126][C:127]([CH3:130])([CH3:129])[CH3:128])=[O:125], predict the reaction product. The product is: [CH3:1][O:2][C:3](=[O:115])[C@@H:4]([NH:62][C:63](=[O:114])[CH2:64][O:65][CH2:66][CH2:67][O:68][CH2:69][CH2:70][O:71][CH2:72][CH2:73][NH:74][C:75](=[O:113])[C@@H:76]([NH:97][C:98](=[O:112])[CH2:99][O:100][CH2:101][CH2:102][O:103][CH2:104][CH2:105][O:106][CH2:107][CH2:108][NH:109][C:124]([O:126][C:127]([CH3:128])([CH3:129])[CH3:130])=[O:125])[CH2:77][CH2:78][CH2:79][CH2:80][NH:81][C:82](=[O:96])[CH2:83][O:84][CH2:85][CH2:86][O:87][CH2:88][CH2:89][O:90][CH2:91][CH2:92][NH:93][C:124]([O:126][C:127]([CH3:130])([CH3:129])[CH3:128])=[O:125])[CH2:5][CH2:6][CH2:7][CH2:8][NH:9][C:10](=[O:61])[CH2:11][O:12][CH2:13][CH2:14][O:15][CH2:16][CH2:17][O:18][CH2:19][CH2:20][NH:21][C:22](=[O:60])[C@@H:23]([NH:44][C:45](=[O:59])[CH2:46][O:47][CH2:48][CH2:49][O:50][CH2:51][CH2:52][O:53][CH2:54][CH2:55][NH:56][C:124]([O:126][C:127]([CH3:128])([CH3:129])[CH3:130])=[O:125])[CH2:24][CH2:25][CH2:26][CH2:27][NH:28][C:29](=[O:43])[CH2:30][O:31][CH2:32][CH2:33][O:34][CH2:35][CH2:36][O:37][CH2:38][CH2:39][NH:40][C:124]([O:126][C:127]([CH3:130])([CH3:129])[CH3:128])=[O:125].